From a dataset of Full USPTO retrosynthesis dataset with 1.9M reactions from patents (1976-2016). Predict the reactants needed to synthesize the given product. The reactants are: [F:1][CH:2]([F:31])[C:3]1[N:7]([C:8]2[N:13]=[C:12]([N:14]3[CH2:19][CH2:18][O:17][CH2:16][CH2:15]3)[N:11]=[C:10]([N:20]3[CH2:25][CH2:24][NH:23][CH2:22][CH2:21]3)[N:9]=2)[C:6]2[CH:26]=[CH:27][CH:28]=[C:29]([OH:30])[C:5]=2[N:4]=1.C(Cl)Cl.[Cl:35][CH2:36][C:37](Cl)=[O:38]. Given the product [Cl:35][CH2:36][C:37]([N:23]1[CH2:24][CH2:25][N:20]([C:10]2[N:11]=[C:12]([N:14]3[CH2:15][CH2:16][O:17][CH2:18][CH2:19]3)[N:13]=[C:8]([N:7]3[C:6]4[CH:26]=[CH:27][CH:28]=[C:29]([OH:30])[C:5]=4[N:4]=[C:3]3[CH:2]([F:1])[F:31])[N:9]=2)[CH2:21][CH2:22]1)=[O:38], predict the reactants needed to synthesize it.